The task is: Predict the product of the given reaction.. This data is from Forward reaction prediction with 1.9M reactions from USPTO patents (1976-2016). (1) Given the reactants [CH2:1]([O:8][C:9]1[CH:10]=[CH:11][C:12]([N+:17]([O-:19])=[O:18])=[C:13]([CH:16]=1)[CH:14]=[O:15])[C:2]1[CH:7]=[CH:6][CH:5]=[CH:4][CH:3]=1.[CH:20]([Mg]Br)=[CH:21][CH3:22], predict the reaction product. The product is: [CH2:1]([O:8][C:9]1[CH:10]=[CH:11][C:12]([N+:17]([O-:19])=[O:18])=[C:13]([CH:14]([OH:15])[CH:20]=[CH:21][CH3:22])[CH:16]=1)[C:2]1[CH:3]=[CH:4][CH:5]=[CH:6][CH:7]=1. (2) Given the reactants CS(O[CH2:6][CH2:7][CH2:8][CH2:9][CH2:10][NH:11][C:12]([O:14][C:15]([CH3:18])([CH3:17])[CH3:16])=[O:13])(=O)=O.[I-:19].[K+].O, predict the reaction product. The product is: [I:19][CH2:6][CH2:7][CH2:8][CH2:9][CH2:10][NH:11][C:12](=[O:13])[O:14][C:15]([CH3:18])([CH3:17])[CH3:16]. (3) Given the reactants [N:1]1([C:7]2[CH:8]=[C:9]([OH:13])[CH:10]=[CH:11][CH:12]=2)[CH2:6][CH2:5][NH:4][CH2:3][CH2:2]1.[C:14](O[C:14]([O:16][C:17]([CH3:20])([CH3:19])[CH3:18])=[O:15])([O:16][C:17]([CH3:20])([CH3:19])[CH3:18])=[O:15], predict the reaction product. The product is: [C:17]([O:16][C:14]([N:4]1[CH2:3][CH2:2][N:1]([C:7]2[CH:12]=[CH:11][CH:10]=[C:9]([OH:13])[CH:8]=2)[CH2:6][CH2:5]1)=[O:15])([CH3:20])([CH3:19])[CH3:18]. (4) Given the reactants Cl[C:2]1[C:7]([N+:8]([O-:10])=[O:9])=[CH:6][C:5]([C:11]([F:14])([F:13])[F:12])=[CH:4][N:3]=1.NC(N)=[S:17], predict the reaction product. The product is: [N+:8]([C:7]1[C:2]([SH:17])=[N:3][CH:4]=[C:5]([C:11]([F:14])([F:13])[F:12])[CH:6]=1)([O-:10])=[O:9].